The task is: Predict the reactants needed to synthesize the given product.. This data is from Full USPTO retrosynthesis dataset with 1.9M reactions from patents (1976-2016). (1) Given the product [CH3:25][C@H:16]([NH:15][CH3:14])[C@@H:17]([OH:18])[C:19]1[CH:20]=[CH:21][CH:22]=[CH:23][CH:24]=1, predict the reactants needed to synthesize it. The reactants are: O=C[C@@H]([C@H]([C@@H]([C@@H](CO)O)O)O)O.Cl.[CH3:14][NH:15][CH:16]([CH3:25])[C:17]([C:19]1[CH:24]=[CH:23][CH:22]=[CH:21][CH:20]=1)=[O:18]. (2) The reactants are: [Si:1]([O:8][CH2:9][CH:10]1[N:15]([CH2:16][CH:17]=[CH:18][C:19]#[N:20])[CH2:14][CH2:13][N:12]([C:21]([O:23][C:24]([CH3:27])([CH3:26])[CH3:25])=[O:22])[CH2:11]1)([C:4]([CH3:7])([CH3:6])[CH3:5])([CH3:3])[CH3:2].[NH:28]1[CH:32]=[C:31]([C:33]2[C:34]3[CH:41]=[CH:40][N:39]([CH2:42][O:43][CH2:44][CH2:45][Si:46]([CH3:49])([CH3:48])[CH3:47])[C:35]=3[N:36]=[CH:37][N:38]=2)[CH:30]=[N:29]1.C(=O)([O-])[O-].[K+].[K+]. Given the product [Si:1]([O:8][CH2:9][CH:10]1[N:15]([CH2:16][CH:17]([N:28]2[CH:32]=[C:31]([C:33]3[C:34]4[CH:41]=[CH:40][N:39]([CH2:42][O:43][CH2:44][CH2:45][Si:46]([CH3:49])([CH3:48])[CH3:47])[C:35]=4[N:36]=[CH:37][N:38]=3)[CH:30]=[N:29]2)[CH2:18][C:19]#[N:20])[CH2:14][CH2:13][N:12]([C:21]([O:23][C:24]([CH3:27])([CH3:26])[CH3:25])=[O:22])[CH2:11]1)([C:4]([CH3:7])([CH3:5])[CH3:6])([CH3:2])[CH3:3], predict the reactants needed to synthesize it. (3) Given the product [CH:19]([O:18][C:16]1[CH:17]=[C:12]([C:9]2[N:5]3[CH:6]=[CH:7][CH:8]=[C:3]([CH2:2][NH:1][C:64](=[O:67])[C:65]#[CH:66])[C:4]3=[N:11][CH:10]=2)[CH:13]=[C:14]([NH:22][C:23]([NH:25][CH2:26][C:27]([F:29])([F:30])[F:28])=[O:24])[CH:15]=1)([CH3:21])[CH3:20], predict the reactants needed to synthesize it. The reactants are: [NH2:1][CH2:2][C:3]1[C:4]2[N:5]([C:9]([C:12]3[CH:13]=[C:14]([NH:22][C:23]([NH:25][CH2:26][C:27]([F:30])([F:29])[F:28])=[O:24])[CH:15]=[C:16]([O:18][CH:19]([CH3:21])[CH3:20])[CH:17]=3)=[CH:10][N:11]=2)[CH:6]=[CH:7][CH:8]=1.CCN(C(C)C)C(C)C.CN(C(ON1N=NC2C=CC=NC1=2)=[N+](C)C)C.F[P-](F)(F)(F)(F)F.[C:64](O)(=[O:67])[C:65]#[CH:66].